From a dataset of Forward reaction prediction with 1.9M reactions from USPTO patents (1976-2016). Predict the product of the given reaction. Given the reactants [C:1]([O:5][C:6](=[O:34])[CH:7]([NH:17][C:18]([NH:20][CH:21]([C:27]([O:29][C:30]([CH3:33])([CH3:32])[CH3:31])=[O:28])[CH2:22][CH2:23][CH2:24][CH2:25][NH2:26])=[O:19])[CH2:8][CH2:9][C:10]([O:12][C:13]([CH3:16])([CH3:15])[CH3:14])=[O:11])([CH3:4])([CH3:3])[CH3:2].[CH3:35][Sn:36]([CH3:46])([CH3:45])[C:37]1[CH:44]=[CH:43][C:40]([CH:41]=O)=[CH:39][CH:38]=1.C(O[BH-](OC(=O)C)OC(=O)C)(=O)C.[Na+], predict the reaction product. The product is: [C:1]([O:5][C:6](=[O:34])[CH:7]([NH:17][C:18]([NH:20][CH:21]([C:27]([O:29][C:30]([CH3:33])([CH3:32])[CH3:31])=[O:28])[CH2:22][CH2:23][CH2:24][CH2:25][NH:26][CH2:41][C:40]1[CH:43]=[CH:44][C:37]([Sn:36]([CH3:35])([CH3:46])[CH3:45])=[CH:38][CH:39]=1)=[O:19])[CH2:8][CH2:9][C:10]([O:12][C:13]([CH3:16])([CH3:15])[CH3:14])=[O:11])([CH3:2])([CH3:3])[CH3:4].